Dataset: Forward reaction prediction with 1.9M reactions from USPTO patents (1976-2016). Task: Predict the product of the given reaction. (1) Given the reactants Cl.[NH:2]1[CH2:6][CH2:5][C@@H:4]([NH:7][C:8]([C:10]2[C:14]3[N:15]=[CH:16][N:17]=[C:18]([C:19]4[CH:24]=[C:23]([F:25])[C:22]([O:26][CH3:27])=[CH:21][C:20]=4[O:28][CH2:29][CH:30]4[CH2:32][CH2:31]4)[C:13]=3[NH:12][CH:11]=2)=[O:9])[CH2:3]1.[C:33](Cl)(=[O:35])[CH3:34], predict the reaction product. The product is: [C:33]([N:2]1[CH2:6][CH2:5][C@@H:4]([NH:7][C:8]([C:10]2[C:14]3[N:15]=[CH:16][N:17]=[C:18]([C:19]4[CH:24]=[C:23]([F:25])[C:22]([O:26][CH3:27])=[CH:21][C:20]=4[O:28][CH2:29][CH:30]4[CH2:31][CH2:32]4)[C:13]=3[NH:12][CH:11]=2)=[O:9])[CH2:3]1)(=[O:35])[CH3:34]. (2) The product is: [C:17]1([C:16]2[C:10]3[N:9]=[CH:8][N:7]([C:1]4[CH:6]=[CH:5][C:4]([CH:24]=[CH2:25])=[CH:3][CH:2]=4)[C:12](=[O:13])[C:11]=3[S:14][CH:15]=2)[CH:18]=[CH:19][CH:20]=[CH:21][CH:22]=1. Given the reactants [C:1]1([N:7]2[C:12](=[O:13])[C:11]3[S:14][CH:15]=[C:16]([C:17]4[CH:22]=[CH:21][CH:20]=[CH:19][CH:18]=4)[C:10]=3[N:9]=[CH:8]2)[CH:6]=[CH:5][CH:4]=[CH:3][CH:2]=1.N[C:24]1C(C2C=CC=CC=2)=CS[C:25]=1C(OC)=O.C(OCC)(OCC)OCC.NC1C=CC(C=C)=CC=1, predict the reaction product. (3) Given the reactants [OH:1][CH2:2][CH:3]1[CH2:8][CH2:7][N:6]([C:9]([O:11][C:12]([CH3:15])([CH3:14])[CH3:13])=[O:10])[CH2:5][CH2:4]1.C(N(C(C)C)CC)(C)C.ClC(Cl)(O[C:29](=[O:35])OC(Cl)(Cl)Cl)Cl.[CH3:37][C:38]1[N:39]=[C:40]([C:44]2[CH:50]=[CH:49][CH:48]=[CH:47][C:45]=2[NH2:46])[S:41][C:42]=1[CH3:43].C(=O)(O)[O-].[Na+], predict the reaction product. The product is: [CH3:37][C:38]1[N:39]=[C:40]([C:44]2[CH:50]=[CH:49][CH:48]=[CH:47][C:45]=2[NH:46][C:29]([O:1][CH2:2][CH:3]2[CH2:8][CH2:7][N:6]([C:9]([O:11][C:12]([CH3:15])([CH3:14])[CH3:13])=[O:10])[CH2:5][CH2:4]2)=[O:35])[S:41][C:42]=1[CH3:43]. (4) Given the reactants [CH3:1][C:2]([OH:13])([CH2:11][CH3:12])[CH2:3][CH2:4][C:5]1[CH:10]=[CH:9][CH:8]=[CH:7][CH:6]=1, predict the reaction product. The product is: [CH:5]1([CH2:4][CH2:3][C:2]([CH3:1])([OH:13])[CH2:11][CH3:12])[CH2:10][CH2:9][CH2:8][CH2:7][CH2:6]1. (5) Given the reactants [OH:1][CH2:2][C:3]1[CH:4]=[CH:5][C:6]([NH:10][C:11](=[O:16])[C:12]([CH3:15])([CH3:14])[CH3:13])=[N:7][C:8]=1[CH3:9].I[CH3:18], predict the reaction product. The product is: [CH3:18][O:1][CH2:2][C:3]1[CH:4]=[CH:5][C:6]([NH:10][C:11](=[O:16])[C:12]([CH3:13])([CH3:15])[CH3:14])=[N:7][C:8]=1[CH3:9]. (6) Given the reactants [N:1]1[CH:6]=[CH:5][C:4]([CH2:7]Cl)=[CH:3][CH:2]=1.Cl.[CH3:10][NH:11][CH:12]=[O:13].[H-].[Na+], predict the reaction product. The product is: [CH3:10][N:11]([CH2:7][C:4]1[CH:5]=[CH:6][N:1]=[CH:2][CH:3]=1)[CH:12]=[O:13].